This data is from NCI-60 drug combinations with 297,098 pairs across 59 cell lines. The task is: Regression. Given two drug SMILES strings and cell line genomic features, predict the synergy score measuring deviation from expected non-interaction effect. (1) Drug 1: C1C(C(OC1N2C=C(C(=O)NC2=O)F)CO)O. Drug 2: N.N.Cl[Pt+2]Cl. Cell line: U251. Synergy scores: CSS=58.8, Synergy_ZIP=-1.05, Synergy_Bliss=-1.36, Synergy_Loewe=-4.74, Synergy_HSA=3.54. (2) Drug 1: C1=CN(C(=O)N=C1N)C2C(C(C(O2)CO)O)O.Cl. Drug 2: C1CC(C1)(C(=O)O)C(=O)O.[NH2-].[NH2-].[Pt+2]. Cell line: RXF 393. Synergy scores: CSS=10.3, Synergy_ZIP=-3.45, Synergy_Bliss=-1.24, Synergy_Loewe=4.09, Synergy_HSA=1.39.